This data is from Catalyst prediction with 721,799 reactions and 888 catalyst types from USPTO. The task is: Predict which catalyst facilitates the given reaction. (1) Reactant: [NH2:1][C:2]1[CH:3]=[C:4]([CH:7]=[CH:8][CH:9]=1)[CH2:5][OH:6].[C:10](OC(=O)C)(=[O:12])[CH3:11]. Product: [OH:6][CH2:5][C:4]1[CH:3]=[C:2]([NH:1][C:10](=[O:12])[CH3:11])[CH:9]=[CH:8][CH:7]=1. The catalyst class is: 49. (2) Reactant: [Br:1][C:2]1[C:11]2[C:6](=[CH:7][C:8]([C:12]3[O:13][C:14]4[CH:26]=[CH:25][CH:24]=[CH:23][C:15]=4[C:16]=3[C:17](=[O:22])[CH2:18][CH2:19][CH2:20][CH3:21])=[CH:9][CH:10]=2)[CH:5]=[CH:4][C:3]=1[O:27][CH2:28][C:29]#[N:30].[N-:31]=[N+:32]=[N-:33].[Na+].[Cl-].[NH4+].Cl. Product: [Br:1][C:2]1[C:3]([O:27][CH2:28][C:29]2[NH:33][N:32]=[N:31][N:30]=2)=[CH:4][CH:5]=[C:6]2[C:11]=1[CH:10]=[CH:9][C:8]([C:12]1[O:13][C:14]3[CH:26]=[CH:25][CH:24]=[CH:23][C:15]=3[C:16]=1[C:17](=[O:22])[CH2:18][CH2:19][CH2:20][CH3:21])=[CH:7]2. The catalyst class is: 18. (3) Reactant: [CH:1]12[CH2:7][CH:4]([CH2:5][CH2:6]1)[CH2:3][C@@H:2]2[NH:8][C:9]1[C:14]([NH2:15])=[CH:13][N:12]=[C:11]2[CH:16]=[CH:17][S:18][C:10]=12.[Cl:19][CH2:20][C:21](OCC)(OCC)OCC. Product: [CH:1]12[CH2:7][CH:4]([CH2:5][CH2:6]1)[CH2:3][C@@H:2]2[N:8]1[C:9]2=[C:10]3[S:18][CH:17]=[CH:16][C:11]3=[N:12][CH:13]=[C:14]2[N:15]=[C:21]1[CH2:20][Cl:19]. The catalyst class is: 15. (4) Reactant: [NH2:1][C@H:2]([C:4]1[N:5]([C:16]2[CH:21]=[CH:20][CH:19]=[CH:18][CH:17]=2)[C:6](=[O:15])[C:7]2[C:12]([CH:13]=1)=[CH:11][CH:10]=[CH:9][C:8]=2[CH3:14])[CH3:3].[NH2:22][C:23]1[N:31]=[C:30]2[C:26]([NH:27][CH:28]=[N:29]2)=[C:25](Cl)[N:24]=1.C(N(CC)C(C)C)(C)C. Product: [NH2:22][C:23]1[N:31]=[C:30]2[C:26]([N:27]=[CH:28][NH:29]2)=[C:25]([NH:1][C@H:2]([C:4]2[N:5]([C:16]3[CH:21]=[CH:20][CH:19]=[CH:18][CH:17]=3)[C:6](=[O:15])[C:7]3[C:12]([CH:13]=2)=[CH:11][CH:10]=[CH:9][C:8]=3[CH3:14])[CH3:3])[N:24]=1. The catalyst class is: 114. (5) Reactant: Cl[C:2]1[CH:7]=[N:6][CH:5]=[C:4]([Cl:8])[N:3]=1.[NH2:9][CH:10]1[CH2:15][CH2:14][N:13]([C:16]([O:18][C:19]([CH3:22])([CH3:21])[CH3:20])=[O:17])[CH2:12][CH2:11]1.C(=O)([O-])[O-].[Cs+].[Cs+]. Product: [Cl:8][C:4]1[N:3]=[C:2]([NH:9][CH:10]2[CH2:11][CH2:12][N:13]([C:16]([O:18][C:19]([CH3:22])([CH3:21])[CH3:20])=[O:17])[CH2:14][CH2:15]2)[CH:7]=[N:6][CH:5]=1. The catalyst class is: 3. (6) Reactant: [C:1]([C:3]1[CH:8]=[CH:7][C:6]([CH:9]2[CH2:14][CH2:13][N:12](C(OC(C)(C)C)=O)[CH2:11][CH2:10]2)=[CH:5][CH:4]=1)#[CH:2].[ClH:22]. Product: [ClH:22].[C:1]([C:3]1[CH:8]=[CH:7][C:6]([CH:9]2[CH2:10][CH2:11][NH:12][CH2:13][CH2:14]2)=[CH:5][CH:4]=1)#[CH:2]. The catalyst class is: 13.